Dataset: Full USPTO retrosynthesis dataset with 1.9M reactions from patents (1976-2016). Task: Predict the reactants needed to synthesize the given product. The reactants are: [CH3:1][O:2][C:3]([C:5]1[S:14][C:8]2[N:9]=[CH:10][N:11]=[C:12]([Cl:13])[C:7]=2[C:6]=1[CH3:15])=[O:4].[NH2:16][C:17]1[CH:35]=[CH:34][C:33]([F:36])=[CH:32][C:18]=1[O:19][CH:20]([CH3:31])[CH2:21][CH2:22][NH:23]C(=O)OC(C)(C)C. Given the product [ClH:13].[NH2:23][CH2:22][CH2:21][CH:20]([O:19][C:18]1[CH:32]=[C:33]([F:36])[CH:34]=[CH:35][C:17]=1[NH:16][C:12]1[C:7]2[C:6]([CH3:15])=[C:5]([C:3]([O:2][CH3:1])=[O:4])[S:14][C:8]=2[N:9]=[CH:10][N:11]=1)[CH3:31], predict the reactants needed to synthesize it.